From a dataset of Reaction yield outcomes from USPTO patents with 853,638 reactions. Predict the reaction yield, written as a fraction of the theoretical maximum amount of product (1.0 means a 100% yield; for example, 0.34 means a 34% yield). (1) The reactants are [CH3:1][C:2]1[C:7]([N+:8]([O-:10])=[O:9])=[CH:6][C:5]([C:11]#[C:12][Si](C)(C)C)=[CH:4][N:3]=1.C(=O)([O-])[O-].[K+].[K+]. The catalyst is CO. The product is [C:11]([C:5]1[CH:6]=[C:7]([N+:8]([O-:10])=[O:9])[C:2]([CH3:1])=[N:3][CH:4]=1)#[CH:12]. The yield is 0.920. (2) The reactants are [CH2:1]([O:3][C:4]([C:6]1[CH2:7][C:8]2[C:13]([C:14]=1[C:15]1[CH:20]=[CH:19][CH:18]=[CH:17][CH:16]=1)=[CH:12][CH:11]=[C:10]([O:21][CH3:22])[CH:9]=2)=[O:5])[CH3:2].[Se](=O)=[O:24]. The catalyst is O1CCOCC1. The product is [CH2:1]([O:3][C:4]([C:6]1[C:7](=[O:24])[C:8]2[C:13]([C:14]=1[C:15]1[CH:20]=[CH:19][CH:18]=[CH:17][CH:16]=1)=[CH:12][CH:11]=[C:10]([O:21][CH3:22])[CH:9]=2)=[O:5])[CH3:2]. The yield is 0.720. (3) The reactants are [CH3:1][C@H:2]1[CH2:6][CH2:5][CH2:4][N:3]1[C:7]([C:9]1[N:17]2[C:12]([CH2:13][O:14][CH2:15][CH2:16]2)=[C:11]([C:18]([OH:20])=O)[CH:10]=1)=[O:8].ON1C2C=CC=CC=2N=N1.Cl.C(N=C=NCCCN(C)C)C.Cl.[Cl:44][C:45]1[CH:46]=[C:47]([C@H:55]([NH2:58])[CH2:56][CH3:57])[CH:48]=[CH:49][C:50]=1[C:51]([F:54])([F:53])[F:52].C(N(CC)CC)C. The catalyst is CN(C)C=O. The product is [Cl:44][C:45]1[CH:46]=[C:47]([C@H:55]([NH:58][C:18]([C:11]2[CH:10]=[C:9]([C:7]([N:3]3[CH2:4][CH2:5][CH2:6][C@@H:2]3[CH3:1])=[O:8])[N:17]3[CH2:16][CH2:15][O:14][CH2:13][C:12]=23)=[O:20])[CH2:56][CH3:57])[CH:48]=[CH:49][C:50]=1[C:51]([F:53])([F:54])[F:52]. The yield is 0.730. (4) The reactants are [OH:1][C:2]1[CH:23]=[C:22]([Cl:24])[C:5]([CH2:6][C@@H:7]2[CH2:11][CH2:10][N:9]([C@@H:12]3[CH2:20][CH2:19][C:18]4[C:14](=[CH:15][NH:16][N:17]=4)[CH2:13]3)[C:8]2=[O:21])=[C:4]([Cl:25])[CH:3]=1.[S:26](O[S:26]([C:29]([F:32])([F:31])[F:30])(=[O:28])=[O:27])([C:29]([F:32])([F:31])[F:30])(=[O:28])=[O:27]. The catalyst is N1C=CC=CC=1.C(OCC)(=O)C. The product is [Cl:25][C:4]1[CH:3]=[C:2]([O:1][S:26]([C:29]([F:32])([F:31])[F:30])(=[O:28])=[O:27])[CH:23]=[C:22]([Cl:24])[C:5]=1[CH2:6][C@@H:7]1[CH2:11][CH2:10][N:9]([C@@H:12]2[CH2:20][CH2:19][C:18]3[C:14](=[CH:15][N:16]([S:26]([C:29]([F:32])([F:31])[F:30])(=[O:28])=[O:27])[N:17]=3)[CH2:13]2)[C:8]1=[O:21]. The yield is 0.770. (5) The reactants are C([O:3][C:4]([CH:6]1[CH2:11][CH2:10][CH2:9][N:8]([CH2:12][CH2:13][CH2:14][N:15]2[N:19]=[N:18][C:17]([C:20]3[CH:25]=[CH:24][CH:23]=[C:22]([I:26])[CH:21]=3)=[N:16]2)[CH2:7]1)=[O:5])C.[OH-].[Na+].C(OCC)(=O)C.Cl. The catalyst is C1COCC1.O. The product is [I:26][C:22]1[CH:21]=[C:20]([C:17]2[N:18]=[N:19][N:15]([CH2:14][CH2:13][CH2:12][N:8]3[CH2:9][CH2:10][CH2:11][CH:6]([C:4]([OH:5])=[O:3])[CH2:7]3)[N:16]=2)[CH:25]=[CH:24][CH:23]=1. The yield is 0.980.